Task: Binary Classification. Given a drug SMILES string, predict its activity (active/inactive) in a high-throughput screening assay against a specified biological target.. Dataset: HIV replication inhibition screening data with 41,000+ compounds from the AIDS Antiviral Screen (1) The compound is CC(=O)NC(CCCNC(=O)OCc1ccccc1)C(=O)O. The result is 0 (inactive). (2) The result is 0 (inactive). The drug is c1ccc(CC2(c3cc4ccccc4[nH]3)OCCO2)nc1.